From a dataset of Forward reaction prediction with 1.9M reactions from USPTO patents (1976-2016). Predict the product of the given reaction. (1) Given the reactants [NH:1]1[CH2:4][CH:3]([NH:5][C:6](=[O:12])[O:7][C:8]([CH3:11])([CH3:10])[CH3:9])[CH2:2]1.C(N(CC)CC)C.[C:20]1([S:26](Cl)(=[O:28])=[O:27])[CH:25]=[CH:24][CH:23]=[CH:22][CH:21]=1.[Cl-].[NH4+], predict the reaction product. The product is: [C:20]1([S:26]([N:1]2[CH2:4][CH:3]([NH:5][C:6](=[O:12])[O:7][C:8]([CH3:9])([CH3:11])[CH3:10])[CH2:2]2)(=[O:28])=[O:27])[CH:25]=[CH:24][CH:23]=[CH:22][CH:21]=1. (2) Given the reactants [C:1]([O:4][CH2:5][CH2:6][CH2:7][N:8]1[CH:17]=[C:16]([CH:18]=[O:19])[C:15]2[C:10](=[CH:11][CH:12]=[C:13](Br)[CH:14]=2)[C:9]1=[O:21])(=[O:3])[CH3:2].C(=O)([O-])[O-].[K+].[K+].[CH:28]1([NH:31][C:32](=[O:50])[C:33]2[CH:38]=[C:37](B3OC(C)(C)C(C)(C)O3)[C:36]([CH3:48])=[C:35]([F:49])[CH:34]=2)[CH2:30][CH2:29]1, predict the reaction product. The product is: [C:1]([O:4][CH2:5][CH2:6][CH2:7][N:8]1[CH:17]=[C:16]([CH:18]=[O:19])[C:15]2[C:10](=[CH:11][CH:12]=[C:13]([C:37]3[CH:38]=[C:33]([C:32](=[O:50])[NH:31][CH:28]4[CH2:29][CH2:30]4)[CH:34]=[C:35]([F:49])[C:36]=3[CH3:48])[CH:14]=2)[C:9]1=[O:21])(=[O:3])[CH3:2]. (3) Given the reactants [CH2:1]([O:3][C:4]1[CH:5]=[C:6]([CH:12]([NH:25][C:26]2[CH:31]=[CH:30][C:29]([C:32]3[N:36]=C(C)O[N:33]=3)=[CH:28][CH:27]=2)[C:13]2[NH:14][C:15](=[O:24])[N:16]([C:18]3[N:23]=[CH:22][CH:21]=[CH:20][N:19]=3)[N:17]=2)[CH:7]=[CH:8][C:9]=1[O:10][CH3:11])[CH3:2].O.[C:39]([OH:42])(=[O:41])[CH3:40], predict the reaction product. The product is: [C:39]([OH:42])(=[O:41])[CH3:40].[CH2:1]([O:3][C:4]1[CH:5]=[C:6]([CH:12]([NH:25][C:26]2[CH:27]=[CH:28][C:29]([C:32]([NH2:36])=[NH:33])=[CH:30][CH:31]=2)[C:13]2[NH:14][C:15](=[O:24])[N:16]([C:18]3[N:19]=[CH:20][CH:21]=[CH:22][N:23]=3)[N:17]=2)[CH:7]=[CH:8][C:9]=1[O:10][CH3:11])[CH3:2].